Task: Predict the reaction yield, written as a fraction of the theoretical maximum amount of product (1.0 means a 100% yield; for example, 0.34 means a 34% yield).. Dataset: Reaction yield outcomes from USPTO patents with 853,638 reactions (1) The reactants are Cl[C:2]1[N:10]=[C:9]([Cl:11])[CH:8]=[CH:7][C:3]=1[C:4]([OH:6])=[O:5].C([NH2:15])(=O)C.C(=O)([O-])[O-].[K+].[K+].COCCOCCN(CCOCCOC)CCOCCOC.Cl.C(O)(=O)CC(CC(O)=O)(C(O)=O)O. The catalyst is [Cu]Cl.C(OCC)(=O)C.O.C1(C)C(C)=CC=CC=1. The product is [NH2:15][C:2]1[N:10]=[C:9]([Cl:11])[CH:8]=[CH:7][C:3]=1[C:4]([OH:6])=[O:5]. The yield is 0.0450. (2) The reactants are CC(C)([O-])C.[K+].[CH3:7][O:8][C:9](=[O:32])[CH:10]([NH:21][C:22]([O:24][CH2:25][C:26]1[CH:31]=[CH:30][CH:29]=[CH:28][CH:27]=1)=[O:23])P(OOCC)(OOCC)=O.[CH3:33][O:34][C:35]1[CH:36]=[C:37]([CH:40]=[CH:41][C:42]=1[N:43]1[CH:47]=[C:46]([CH3:48])[N:45]=[CH:44]1)[CH:38]=O.[Cl-].[NH4+]. The catalyst is C(OCC)(=O)C.C(Cl)Cl. The product is [CH3:7][O:8][C:9](=[O:32])/[C:10](/[NH:21][C:22]([O:24][CH2:25][C:26]1[CH:27]=[CH:28][CH:29]=[CH:30][CH:31]=1)=[O:23])=[CH:38]/[C:37]1[CH:40]=[CH:41][C:42]([N:43]2[CH:47]=[C:46]([CH3:48])[N:45]=[CH:44]2)=[C:35]([O:34][CH3:33])[CH:36]=1. The yield is 0.450. (3) The reactants are Br[C:2]1[CH:7]=[CH:6][CH:5]=[CH:4][C:3]=1[N+:8]([O-:10])=[O:9].[NH:11]1[CH2:16][CH2:15][NH:14][CH2:13][CH2:12]1. No catalyst specified. The product is [N+:8]([C:3]1[CH:4]=[CH:5][CH:6]=[CH:7][C:2]=1[N:11]1[CH2:16][CH2:15][NH:14][CH2:13][CH2:12]1)([O-:10])=[O:9]. The yield is 0.920.